From a dataset of Reaction yield outcomes from USPTO patents with 853,638 reactions. Predict the reaction yield, written as a fraction of the theoretical maximum amount of product (1.0 means a 100% yield; for example, 0.34 means a 34% yield). (1) The reactants are [Cl:1][C:2]1[CH:3]=[C:4]([NH:9][C:10]2[S:14][C:13]([C:15]3[CH:16]=[C:17]([OH:21])[CH:18]=[CH:19][CH:20]=3)=[N:12][N:11]=2)[CH:5]=[CH:6][C:7]=1[Cl:8].CC(C)([O-])C.[K+].Br[CH2:29][C:30]1[CH:31]=[C:32]([CH:38]=[CH:39][CH:40]=1)[O:33][C:34]([F:37])([F:36])[F:35]. The catalyst is CN(C=O)C.C1COCC1. The product is [Cl:1][C:2]1[CH:3]=[C:4]([NH:9][C:10]2[S:14][C:13]([C:15]3[CH:20]=[CH:19][CH:18]=[C:17]([O:21][CH2:29][C:30]4[CH:40]=[CH:39][CH:38]=[C:32]([O:33][C:34]([F:35])([F:36])[F:37])[CH:31]=4)[CH:16]=3)=[N:12][N:11]=2)[CH:5]=[CH:6][C:7]=1[Cl:8]. The yield is 0.610. (2) The reactants are [CH:1]1([N:4]2[CH2:9][CH2:8][O:7][CH2:6][CH:5]2[C:10]([NH2:12])=O)[CH2:3][CH2:2]1.[ClH:13]. The catalyst is C1COCC1. The product is [ClH:13].[CH:1]1([N:4]2[CH2:9][CH2:8][O:7][CH2:6][CH:5]2[CH2:10][NH2:12])[CH2:3][CH2:2]1. The yield is 0.780. (3) The reactants are Br.[NH2:2][CH2:3][CH2:4][CH2:5][CH2:6][C:7]1[CH:12]=[CH:11][C:10]([OH:13])=[CH:9][CH:8]=1.[C:14]1(=O)[O:19][C:17](=[O:18])[C:16]2=[CH:20][CH:21]=[CH:22][CH:23]=[C:15]12.C(N(CC)CC)C. The catalyst is C(Cl)(Cl)Cl. The product is [OH:13][C:10]1[CH:9]=[CH:8][C:7]([CH2:6][CH2:5][CH2:4][CH2:3][N:2]2[C:17](=[O:18])[C:16]3[C:15](=[CH:23][CH:22]=[CH:21][CH:20]=3)[C:14]2=[O:19])=[CH:12][CH:11]=1. The yield is 0.410.